This data is from Forward reaction prediction with 1.9M reactions from USPTO patents (1976-2016). The task is: Predict the product of the given reaction. (1) Given the reactants Cl[CH2:2][C:3]1[O:4][C:5]([C:8]2[CH:13]=[CH:12][C:11]([I:14])=[CH:10][CH:9]=2)=[N:6][N:7]=1.[I-].[K+].[CH3:17][NH:18][CH3:19], predict the reaction product. The product is: [I:14][C:11]1[CH:12]=[CH:13][C:8]([C:5]2[O:4][C:3]([CH2:2][N:18]([CH3:19])[CH3:17])=[N:7][N:6]=2)=[CH:9][CH:10]=1. (2) Given the reactants [CH3:1][O:2][C:3]([CH2:5][N:6]1[CH2:15][C:14]2[C:9](=[CH:10][CH:11]=[CH:12][CH:13]=2)[N:8]([CH2:16][C:17]([OH:19])=O)[C:7]1=[O:20])=[O:4].CN(C(ON1N=NC2C=CC=NC1=2)=[N+](C)C)C.F[P-](F)(F)(F)(F)F.[Cl:45][C:46]1[C:47]([O:55][CH3:56])=[CH:48][C:49]([O:53][CH3:54])=[C:50]([NH2:52])[CH:51]=1.CCN(C(C)C)C(C)C, predict the reaction product. The product is: [CH3:1][O:2][C:3](=[O:4])[CH2:5][N:6]1[CH2:15][C:14]2[C:9](=[CH:10][CH:11]=[CH:12][CH:13]=2)[N:8]([CH2:16][C:17](=[O:19])[NH:52][C:50]2[CH:51]=[C:46]([Cl:45])[C:47]([O:55][CH3:56])=[CH:48][C:49]=2[O:53][CH3:54])[C:7]1=[O:20]. (3) Given the reactants [CH2:1]([O:7][CH:8]([CH2:14][C:15]1[CH:20]=[CH:19][C:18]([OH:21])=[CH:17][CH:16]=1)[C:9]([O:11][CH2:12][CH3:13])=[O:10])[CH2:2][CH2:3][CH2:4][CH2:5][CH3:6].CC(C)=O, predict the reaction product. The product is: [CH2:1]([O:7][CH:8]([CH2:14][C:15]1[CH:16]=[CH:17][C:18]([OH:21])=[CH:19][CH:20]=1)[C:9]([OH:11])=[O:10])[CH2:2][CH2:3][CH2:4][CH2:5][CH3:6].[CH2:1]([O:7][C@H:8]([CH2:14][C:15]1[CH:16]=[CH:17][C:18]([OH:21])=[CH:19][CH:20]=1)[C:9]([O:11][CH2:12][CH3:13])=[O:10])[CH2:2][CH2:3][CH2:4][CH2:5][CH3:6]. (4) The product is: [Cl:1][C:2]1[C:7]([C:8]#[N:9])=[C:6]([F:10])[CH:5]=[CH:4][C:3]=1[CH:11]1[O:27][CH2:26][C@H:14]2[CH2:15][N:16]([C:19]([O:21][C:22]([CH3:24])([CH3:25])[CH3:23])=[O:20])[CH2:17][CH2:18][N:13]2[CH2:12]1. Given the reactants [Cl:1][C:2]1[C:7]([C:8]#[N:9])=[C:6]([F:10])[CH:5]=[CH:4][C:3]=1[CH:11](O)[CH2:12][N:13]1[CH2:18][CH2:17][N:16]([C:19]([O:21][C:22]([CH3:25])([CH3:24])[CH3:23])=[O:20])[CH2:15][C@@H:14]1[CH2:26][OH:27].C(C=P(CCCC)(CCCC)CCCC)#N, predict the reaction product. (5) Given the reactants [CH3:1][CH2:2][C:3]([CH2:8][OH:9])([CH2:6][OH:7])CO.[C:10]([OH:17])(=[O:16])[CH2:11][CH2:12][CH2:13][CH2:14][CH3:15].[CH3:18][CH2:19]N=C=NCCCN(C)C.Cl.[CH2:30]1[CH2:34][O:33][CH2:32][CH2:31]1, predict the reaction product. The product is: [CH2:12]([CH:11]([CH2:18][CH2:19][CH2:8][CH2:3][CH2:2][CH3:1])[C:10]([OH:17])=[O:16])[CH2:13][CH2:14][CH2:15][CH2:32][CH2:31][CH2:30][CH3:34].[OH:9][CH2:8][CH:3]([CH2:6][OH:7])[OH:33].[OH:9][CH2:8][CH:3]([CH2:6][OH:7])[OH:16].[OH:9][CH2:8][CH:3]([CH2:6][OH:7])[OH:16].[OH:9][CH2:8][CH:3]([CH2:6][OH:7])[OH:16].[OH:9][CH2:8][CH:3]([CH2:6][OH:7])[OH:16].[OH:9][CH2:8][CH:3]([CH2:6][OH:7])[OH:16]. (6) Given the reactants [Br:1][C:2]1[C:3]([F:10])=[C:4]([CH:7]=[CH:8][CH:9]=1)[CH:5]=[O:6].[CH:11]1([Mg]Br)[CH2:13][CH2:12]1, predict the reaction product. The product is: [Br:1][C:2]1[C:3]([F:10])=[C:4]([CH:5]([CH:11]2[CH2:13][CH2:12]2)[OH:6])[CH:7]=[CH:8][CH:9]=1. (7) Given the reactants [C:1]([O:5][C:6]([NH:8][CH2:9][CH2:10][CH2:11][CH2:12][CH2:13][CH2:14][NH2:15])=[O:7])([CH3:4])([CH3:3])[CH3:2].[O:16]1[CH2:21][CH2:20][CH2:19][CH2:18][CH:17]1[O:22][CH2:23][CH2:24][C:25]1[CH:32]=[CH:31][C:28]([CH:29]=O)=[CH:27][CH:26]=1.[BH4-].[Na+].C(Cl)Cl, predict the reaction product. The product is: [O:16]1[CH2:21][CH2:20][CH2:19][CH2:18][CH:17]1[O:22][CH2:23][CH2:24][C:25]1[CH:32]=[CH:31][C:28]([CH2:29][NH:15][CH2:14][CH2:13][CH2:12][CH2:11][CH2:10][CH2:9][NH:8][C:6](=[O:7])[O:5][C:1]([CH3:4])([CH3:3])[CH3:2])=[CH:27][CH:26]=1. (8) Given the reactants [F:1][C:2]1[CH:12]=[CH:11][C:10]([F:13])=[C:4]2[C:5]([O:7][C:8](=[O:9])[C:3]=12)=O.[Br:14][C:15]1[CH:16]=[C:17]([CH2:21]C(O)=O)[CH:18]=[CH:19][CH:20]=1.C([O-])(=O)C.[Na+], predict the reaction product. The product is: [Br:14][C:15]1[CH:16]=[C:17]([CH:18]=[CH:19][CH:20]=1)[CH:21]=[C:5]1[C:4]2[C:3](=[C:2]([F:1])[CH:12]=[CH:11][C:10]=2[F:13])[C:8](=[O:9])[O:7]1. (9) Given the reactants CC(C)([O-])C.[Na+].I[C:8]1[CH:13]=[CH:12][C:11]([C:14]([F:17])([F:16])[F:15])=[CH:10][CH:9]=1.[NH:18]1[CH2:23][CH2:22][CH:21]([CH2:24][NH:25][C:26](=[O:32])[O:27][C:28]([CH3:31])([CH3:30])[CH3:29])[CH2:20][CH2:19]1, predict the reaction product. The product is: [C:28]([O:27][C:26](=[O:32])[NH:25][CH2:24][CH:21]1[CH2:20][CH2:19][N:18]([C:8]2[CH:13]=[CH:12][C:11]([C:14]([F:17])([F:16])[F:15])=[CH:10][CH:9]=2)[CH2:23][CH2:22]1)([CH3:31])([CH3:29])[CH3:30].